The task is: Predict the product of the given reaction.. This data is from Forward reaction prediction with 1.9M reactions from USPTO patents (1976-2016). (1) Given the reactants [Cl:1][C:2]1[CH:3]=[C:4]([C:8]2[C:13]([O:14][CH3:15])=[CH:12][CH:11]=[C:10]([CH2:16][C:17]3[CH:18]=[CH:19][C:20]([CH2:23][N:24]4[CH2:28][CH2:27][NH:26][C:25]4=[O:29])=[N:21][CH:22]=3)[C:9]=2[F:30])[CH:5]=[CH:6][CH:7]=1.[CH2:31]1COC[CH2:32]1.[H-].[Na+].C(I)C, predict the reaction product. The product is: [ClH:1].[Cl:1][C:2]1[CH:3]=[C:4]([C:8]2[C:13]([O:14][CH3:15])=[CH:12][CH:11]=[C:10]([CH2:16][C:17]3[CH:18]=[CH:19][C:20]([CH2:23][N:24]4[CH2:28][CH2:27][N:26]([CH2:31][CH3:32])[C:25]4=[O:29])=[N:21][CH:22]=3)[C:9]=2[F:30])[CH:5]=[CH:6][CH:7]=1. (2) Given the reactants Br[C:2]1[CH:3]=[CH:4][CH:5]=[C:6]2[C:11]=1[N:10]=[C:9]([Cl:12])[N:8]=[C:7]2[N:13]1[CH2:18][CH2:17][O:16][CH2:15][CH2:14]1.[OH:19][C:20]1[CH:21]=[C:22](B(O)O)[CH:23]=[CH:24][CH:25]=1.C(=O)([O-])[O-].[Na+].[Na+].CN(C=O)C, predict the reaction product. The product is: [Cl:12][C:9]1[N:8]=[C:7]([N:13]2[CH2:18][CH2:17][O:16][CH2:15][CH2:14]2)[C:6]2[C:11](=[C:2]([C:24]3[CH:25]=[C:20]([OH:19])[CH:21]=[CH:22][CH:23]=3)[CH:3]=[CH:4][CH:5]=2)[N:10]=1. (3) The product is: [CH:1]1([C:7]2[C:15]3[C:10](=[CH:11][C:12]([C:16]([O:18][CH3:19])=[O:17])=[CH:13][CH:14]=3)[NH:9][C:8]=2[C:20]2[CH:25]=[CH:24][CH:23]=[CH:22][N:21]=2)[CH2:6][CH2:5][CH2:4][CH2:3][CH2:2]1. Given the reactants [CH:1]1([C:7]2[C:15]3[C:10](=[CH:11][C:12]([C:16]([O:18][CH3:19])=[O:17])=[CH:13][CH:14]=3)[NH:9][C:8]=2[C:20]2[CH:25]=[CH:24][CH:23]=[CH:22][N:21]=2)[CH2:6][CH2:5][CH2:4][CH:3]=[CH:2]1, predict the reaction product. (4) Given the reactants OS(O)(=O)=O.[CH2:6]([C:8]1[CH:9]=[C:10]([CH:14]=[CH:15][CH:16]=1)[C:11]([OH:13])=[O:12])[CH3:7].[CH3:17]O, predict the reaction product. The product is: [CH2:6]([C:8]1[CH:9]=[C:10]([CH:14]=[CH:15][CH:16]=1)[C:11]([O:13][CH3:17])=[O:12])[CH3:7]. (5) Given the reactants [Cl:1][C:2]1[CH:3]=[C:4]2[C:8](=[C:9]([NH:11][CH:12]3[CH2:16][CH2:15][CH2:14][CH2:13]3)[CH:10]=1)[NH:7][C:6]([C:17]1[S:18][CH2:19][C@@H:20]([CH2:22][CH2:23][C:24]([OH:26])=O)[N:21]=1)=[CH:5]2.[NH2:27][CH2:28][CH2:29][N:30]1[CH2:35][CH2:34][O:33][CH2:32][CH2:31]1, predict the reaction product. The product is: [Cl:1][C:2]1[CH:3]=[C:4]2[C:8](=[C:9]([NH:11][CH:12]3[CH2:16][CH2:15][CH2:14][CH2:13]3)[CH:10]=1)[NH:7][C:6]([C:17]1[S:18][CH2:19][C@@H:20]([CH2:22][CH2:23][C:24]([NH:27][CH2:28][CH2:29][N:30]3[CH2:35][CH2:34][O:33][CH2:32][CH2:31]3)=[O:26])[N:21]=1)=[CH:5]2. (6) Given the reactants [CH2:1](I)[CH3:2].[CH2:4]([O:6][C:7]([C:9]1[C:10](=[O:28])[NH:11][C:12]([N:17]2[CH2:20][CH:19]([C:21]([O:23][C:24]([CH3:27])([CH3:26])[CH3:25])=[O:22])[CH2:18]2)=[C:13]([C:15]#[N:16])[CH:14]=1)=[O:8])[CH3:5], predict the reaction product. The product is: [CH2:4]([O:6][C:7](=[O:8])[C:9]1[CH:14]=[C:13]([C:15]#[N:16])[C:12]([N:17]2[CH2:20][CH:19]([C:21]([O:23][C:24]([CH3:26])([CH3:25])[CH3:27])=[O:22])[CH2:18]2)=[N:11][C:10]=1[O:28][CH2:1][CH3:2])[CH3:5].